From a dataset of Reaction yield outcomes from USPTO patents with 853,638 reactions. Predict the reaction yield, written as a fraction of the theoretical maximum amount of product (1.0 means a 100% yield; for example, 0.34 means a 34% yield). (1) The reactants are [F:1][C:2]1[C:10]([O:11][C:12]2[C:21]3[C:16](=[CH:17][C:18]([OH:24])=[C:19]([O:22][CH3:23])[CH:20]=3)[N:15]=[CH:14][N:13]=2)=[CH:9][CH:8]=[C:7]2[C:3]=1[CH:4]=[C:5]([CH3:25])[NH:6]2.C(=O)([O-])[O-].[K+].[K+].[C:32]([N:35]1[CH2:40][CH2:39][N:38](OCCCCl)[CH2:37][CH2:36]1)(=[O:34])[CH3:33].CN1C[CH2:50][CH2:49][C:48]1=O. No catalyst specified. The product is [C:32]([N:35]1[CH2:36][CH2:37][N:38]([CH2:48][CH2:49][CH2:50][O:24][C:18]2[CH:17]=[C:16]3[C:21]([C:12]([O:11][C:10]4[C:2]([F:1])=[C:3]5[C:7](=[CH:8][CH:9]=4)[NH:6][C:5]([CH3:25])=[CH:4]5)=[N:13][CH:14]=[N:15]3)=[CH:20][C:19]=2[O:22][CH3:23])[CH2:39][CH2:40]1)(=[O:34])[CH3:33]. The yield is 0.710. (2) The reactants are [CH2:1]([O:3][C:4](=[O:16])[C:5]([C:7]([CH3:15])([CH3:14])[O:8][SiH2:9][C:10]([CH3:13])([CH3:12])[CH3:11])=[CH2:6])[CH3:2].CO[CH2:19][N:20]([CH2:26][C:27]1[CH:32]=[CH:31][CH:30]=[CH:29][CH:28]=1)[CH2:21][Si](C)(C)C.FC(F)(F)C(O)=O. The catalyst is ClCCl. The product is [CH2:1]([O:3][C:4]([C:5]1([C:7]([CH3:15])([CH3:14])[O:8][SiH2:9][C:10]([CH3:13])([CH3:12])[CH3:11])[CH2:6][CH2:19][N:20]([CH2:26][C:27]2[CH:28]=[CH:29][CH:30]=[CH:31][CH:32]=2)[CH2:21]1)=[O:16])[CH3:2]. The yield is 0.690. (3) The reactants are [Cl:1][C:2]1[C:3]([CH2:10][CH3:11])=[N:4][CH:5]=[C:6]([CH2:8]Cl)[CH:7]=1.[C-:12]#[N:13].[K+]. The catalyst is CN(C)C=O.O.[Na+].[Cl-]. The product is [Cl:1][C:2]1[CH:7]=[C:6]([CH2:8][C:12]#[N:13])[CH:5]=[N:4][C:3]=1[CH2:10][CH3:11]. The yield is 0.900. (4) The reactants are [N+:1]([O-:4])([O-])=[O:2].[K+].[Br:6][CH2:7][C:8]1[CH:13]=[CH:12][CH:11]=[CH:10][C:9]=1[CH2:14][Br:15]. The catalyst is OS(O)(=O)=O. The product is [Br:6][CH2:7][C:8]1[CH:13]=[CH:12][C:11]([N+:1]([O-:4])=[O:2])=[CH:10][C:9]=1[CH2:14][Br:15]. The yield is 0.430.